This data is from Reaction yield outcomes from USPTO patents with 853,638 reactions. The task is: Predict the reaction yield, written as a fraction of the theoretical maximum amount of product (1.0 means a 100% yield; for example, 0.34 means a 34% yield). (1) The reactants are [CH3:1][O:2][C:3]([C:5]1[CH:6]=[N:7][C:8]([N:11]2[CH2:31][CH2:30][C:14]3[NH:15][C:16]4[CH:17]=[CH:18][C:19]([C:22]5[CH:27]=[CH:26][C:25]([CH:28]=O)=[CH:24][CH:23]=5)=[CH:20][C:21]=4[C:13]=3[CH2:12]2)=[N:9][CH:10]=1)=[O:4].[BH-](OC(C)=O)(OC(C)=O)OC(C)=O.[Na+].[NH:46]1[CH2:50][CH2:49][CH2:48][CH2:47]1. The yield is 0.950. The product is [CH3:1][O:2][C:3]([C:5]1[CH:10]=[N:9][C:8]([N:11]2[CH2:31][CH2:30][C:14]3[NH:15][C:16]4[CH:17]=[CH:18][C:19]([C:22]5[CH:27]=[CH:26][C:25]([CH2:28][N:46]6[CH2:50][CH2:49][CH2:48][CH2:47]6)=[CH:24][CH:23]=5)=[CH:20][C:21]=4[C:13]=3[CH2:12]2)=[N:7][CH:6]=1)=[O:4]. The catalyst is C(Cl)Cl. (2) The reactants are [F:1][C:2]1[CH:3]=[C:4]([C@H:8]2[CH2:12][CH2:11][CH2:10][N:9]2[C:13]2[CH:18]=[CH:17][N:16]3[N:19]=[CH:20][C:21]([NH2:22])=[C:15]3[N:14]=2)[CH:5]=[N:6][CH:7]=1.C1N=CN([C:28]([N:30]2[CH:34]=N[CH:32]=[CH:31]2)=[O:29])C=1.N1CC[C@H:37]([OH:40])C1. The catalyst is C(Cl)Cl. The product is [F:1][C:2]1[CH:3]=[C:4]([C@H:8]2[CH2:12][CH2:11][CH2:10][N:9]2[C:13]2[CH:18]=[CH:17][N:16]3[N:19]=[CH:20][C:21]([NH:22][C:28]([N:30]4[CH2:31][CH2:32][C@H:37]([OH:40])[CH2:34]4)=[O:29])=[C:15]3[N:14]=2)[CH:5]=[N:6][CH:7]=1. The yield is 0.780. (3) The reactants are [F:1][C:2]1[C:11]2[CH:12]([CH2:14][NH:15][CH2:16][CH2:17][C@@H:18]3[O:22][C:21](=[O:23])[N:20]([C:24]4[CH:25]=[CH:26][C:27]5[S:32][CH2:31][C:30](=[O:33])[NH:29][C:28]=5[CH:34]=4)[CH2:19]3)[CH2:13][N:9]3[C:10]=2[C:5]([CH:6]=[CH:7][C:8]3=[O:35])=[CH:4][CH:3]=1.[Si:36]([O:43][CH2:44][CH:45]=O)([C:39]([CH3:42])([CH3:41])[CH3:40])([CH3:38])[CH3:37]. No catalyst specified. The product is [C:39]([Si:36]([CH3:38])([CH3:37])[O:43][CH2:44][CH2:45][N:15]([CH2:14][CH:12]1[C:11]2=[C:10]3[C:5](=[CH:4][CH:3]=[C:2]2[F:1])[CH:6]=[CH:7][C:8](=[O:35])[N:9]3[CH2:13]1)[CH2:16][CH2:17][C@@H:18]1[O:22][C:21](=[O:23])[N:20]([C:24]2[CH:25]=[CH:26][C:27]3[S:32][CH2:31][C:30](=[O:33])[NH:29][C:28]=3[CH:34]=2)[CH2:19]1)([CH3:42])([CH3:41])[CH3:40]. The yield is 0.590.